From a dataset of Experimentally validated miRNA-target interactions with 360,000+ pairs, plus equal number of negative samples. Binary Classification. Given a miRNA mature sequence and a target amino acid sequence, predict their likelihood of interaction. (1) The miRNA is hsa-miR-6500-3p with sequence ACACUUGUUGGGAUGACCUGC. The protein sequence of the target gene is METAGAATGQPASGLEAPGSTNDRLFLVKGGIFLGTVAAAGMLAGFITTLSLAKKKSPEWFNKGSMATAALPESGSSLALRALGWGSLYAWCGVGVISFAVWKALGVHSMNDFRSKMQSIFPTIPKNSESAVEWEETLKSK. Result: 1 (interaction). (2) The miRNA is hsa-miR-7703 with sequence UUGCACUCUGGCCUUCUCCCAGG. The protein sequence of the target gene is MSHQILLLLAMLTLGLAISQRREQVPCRTVNKEALCHGLGLLQVPSVLSLDIQALYLSGNQLQSILVSPLGFYTALRHLDLSDNQISFLQAGVFQALPYLEHLNLAHNRLATGMALNSGGLGRLPLLVSLDLSGNSLHGNLVERLLGETPRLRTLSLAENSLTRLARHTFWGMPAVEQLDLHSNVLMDIEDGAFEALPHLTHLNLSRNSLTCISDFSLQQLQVLDLSCNSIEAFQTAPEPQAQFQLAWLDLRENKLLHFPDLAVFPRLIYLNVSNNLIQLPAGLPRGSEDLHAPSEGWSA.... Result: 0 (no interaction). (3) The miRNA is hsa-miR-4770 with sequence UGAGAUGACACUGUAGCU. The protein sequence of the target gene is MSRQSSITFQSGSRRGFSTTSAITPAAGRSRFSSVSVARSAAGSGGLGRISSAGASFGSRSLYNLGGAKRVSINGCGSSCRSGFGGRASNRFGVNSGFGYGGGVGGGFSGPSFPVCPPGGIQEVTVNQSLLTPLHLQIDPTIQRVRAEEREQIKTLNNKFASFIDKVRFLEQQNKVLETKWALLQEQGSRTVRQNLEPLFDSYTSELRRQLESITTERGRLEAELRNMQDVVEDFKVRYEDEINKRTAAENEFVALKKDVDAAYMNKVELEAKVKSLPEEINFIHSVFDAELSQLQTQVG.... Result: 0 (no interaction). (4) The miRNA is hsa-miR-7705 with sequence AAUAGCUCAGAAUGUCAGUUCUG. The protein sequence of the target gene is MAHVRHFRTLVSGFYFWEAALLLSLVATKETDSARSRSAPMSPSDFLDKLMGRTSGYDARIRPNFKGPPVNVTCNIFINSFGSIAETTMDYRVNIFLRQKWNDPRLAYSEYPDDSLDLDPSMLDSIWKPDLFFANEKGANFHEVTTDNKLLRIFKNGNVLYSIRLTLTLSCPMDLKNFPMDVQTCIMQLESFGYTMNDLIFEWQDEAPVQVAEGLTLPQFLLKEEKDLRYCTKHYNTGKFTCIEVRFHLERQMGYYLIQMYIPSLLIVILSWVSFWINMDAAPARVALGITTVLTMTTQS.... Result: 0 (no interaction).